From a dataset of Catalyst prediction with 721,799 reactions and 888 catalyst types from USPTO. Predict which catalyst facilitates the given reaction. (1) Reactant: [F:1][C:2]1[CH:7]=[CH:6][C:5]([F:8])=[CH:4][C:3]=1[CH:9]([S:20]([C:23]1[CH:28]=[CH:27][C:26]([F:29])=[CH:25][CH:24]=1)(=[O:22])=[O:21])[C:10]1[C:11]([CH3:19])=[CH:12][C:13]([C:16](O)=[O:17])=[N:14][CH:15]=1.Cl.[CH2:31]([NH2:33])[CH3:32].ON1C2C=CC=CC=2N=N1.CN1CCOCC1.Cl.C(N=C=NCCCN(C)C)C. Product: [F:1][C:2]1[CH:7]=[CH:6][C:5]([F:8])=[CH:4][C:3]=1[CH:9]([S:20]([C:23]1[CH:28]=[CH:27][C:26]([F:29])=[CH:25][CH:24]=1)(=[O:22])=[O:21])[C:10]1[C:11]([CH3:19])=[CH:12][C:13]([C:16]([NH:33][CH2:31][CH3:32])=[O:17])=[N:14][CH:15]=1. The catalyst class is: 2. (2) Reactant: C(OC)(OC)OC.[N-:8]=[N+:9]=[N-:10].[Na+].[C:12](O)(=O)C.[NH2:16][C:17]1[CH:26]=[C:25]2[C:20]([CH:21]=[C:22]([C:28]3[CH:33]=[CH:32][CH:31]=[CH:30][C:29]=3[C:34]([F:37])([F:36])[F:35])[NH:23][C:24]2=[O:27])=[CH:19][CH:18]=1. Product: [N:16]1([C:17]2[CH:26]=[C:25]3[C:20]([CH:21]=[C:22]([C:28]4[CH:33]=[CH:32][CH:31]=[CH:30][C:29]=4[C:34]([F:37])([F:35])[F:36])[NH:23][C:24]3=[O:27])=[CH:19][CH:18]=2)[CH:12]=[N:10][N:9]=[N:8]1. The catalyst class is: 6. (3) Reactant: [CH2:1]([O:8][C:9]1[CH:10]=[C:11]([CH:14]=[CH:15][CH:16]=1)[CH:12]=O)[C:2]1[CH:7]=[CH:6][CH:5]=[CH:4][CH:3]=1.[NH3:17].C[Si]([C:22]#[N:23])(C)C. Product: [NH2:17][CH:12]([C:11]1[CH:14]=[CH:15][CH:16]=[C:9]([O:8][CH2:1][C:2]2[CH:7]=[CH:6][CH:5]=[CH:4][CH:3]=2)[CH:10]=1)[C:22]#[N:23]. The catalyst class is: 5. (4) Product: [Cl:8][C:5]1[CH:4]=[CH:3][C:2]([CH:9]2[CH2:11][CH2:10]2)=[CH:7][N:6]=1. The catalyst class is: 77. Reactant: Br[C:2]1[CH:3]=[CH:4][C:5]([Cl:8])=[N:6][CH:7]=1.[CH:9]1(B(O)O)[CH2:11][CH2:10]1.C([O-])([O-])=O.[Cs+].[Cs+]. (5) Reactant: [C:1]1([NH2:8])[CH:6]=[CH:5][C:4]([NH2:7])=[CH:3][CH:2]=1.CO.[C:11]1(=[O:17])[O:16][C:14](=[O:15])[CH:13]=[CH:12]1. Product: [CH3:14][OH:15].[NH2:7][C:4]1[CH:5]=[CH:6][C:1]([NH:8][C:11](=[O:17])/[CH:12]=[CH:13]\[C:14]([OH:16])=[O:15])=[CH:2][CH:3]=1. The catalyst class is: 7.